This data is from Retrosynthesis with 50K atom-mapped reactions and 10 reaction types from USPTO. The task is: Predict the reactants needed to synthesize the given product. Given the product COCCn1c(-c2ccc(C(C)C)cc2)nc2cc(CN)cc(OC)c21, predict the reactants needed to synthesize it. The reactants are: COCCn1c(-c2ccc(C(C)C)cc2)nc2cc(C#N)cc(OC)c21.